This data is from Reaction yield outcomes from USPTO patents with 853,638 reactions. The task is: Predict the reaction yield, written as a fraction of the theoretical maximum amount of product (1.0 means a 100% yield; for example, 0.34 means a 34% yield). (1) The reactants are [Cl:1][C:2]1[CH:7]=[CH:6][C:5]([S:8]([N:11]2[CH:16]3[CH2:17][CH2:18][CH2:19][CH:12]2[CH2:13][C:14](=[O:20])[CH2:15]3)(=[O:10])=[O:9])=[CH:4][CH:3]=1.[CH:21](OCC)=[O:22].CC[O-].[Na+]. The catalyst is C1COCC1.CCO. The product is [Cl:1][C:2]1[CH:3]=[CH:4][C:5]([S:8]([N:11]2[CH:16]3[CH2:17][CH2:18][CH2:19][CH:12]2[C:13](=[CH:21][OH:22])[C:14](=[O:20])[CH2:15]3)(=[O:9])=[O:10])=[CH:6][CH:7]=1. The yield is 0.860. (2) The reactants are [C:1]([O:5][C:6]([N:8]1[CH2:12][CH2:11][CH2:10][C@H:9]1[CH2:13][N:14]1[C:22]2[C:17](=[CH:18][CH:19]=[C:20]([Cl:23])[CH:21]=2)[C:16]([C:24](=[O:29])C(F)(F)F)=[CH:15]1)=[O:7])([CH3:4])([CH3:3])[CH3:2].[H-].[Na+].[OH2:32]. The catalyst is CN(C)C=O.COC(C)(C)C. The product is [C:1]([O:5][C:6]([N:8]1[CH2:12][CH2:11][CH2:10][C@H:9]1[CH2:13][N:14]1[C:22]2[C:17](=[CH:18][CH:19]=[C:20]([Cl:23])[CH:21]=2)[C:16]([C:24]([OH:32])=[O:29])=[CH:15]1)=[O:7])([CH3:3])([CH3:4])[CH3:2]. The yield is 0.960.